From a dataset of Full USPTO retrosynthesis dataset with 1.9M reactions from patents (1976-2016). Predict the reactants needed to synthesize the given product. (1) The reactants are: [CH3:1][O:2][C:3]1[CH:23]=[CH:22][C:6]([CH2:7][O:8][C:9]2([C:17]3[S:18][CH:19]=[CH:20][N:21]=3)[CH2:14][O:13]C(C)(C)[O:11][CH2:10]2)=[CH:5][CH:4]=1. Given the product [CH3:1][O:2][C:3]1[CH:4]=[CH:5][C:6]([CH2:7][O:8][C:9]([C:17]2[S:18][CH:19]=[CH:20][N:21]=2)([CH2:14][OH:13])[CH2:10][OH:11])=[CH:22][CH:23]=1, predict the reactants needed to synthesize it. (2) Given the product [CH3:45][NH:44][C:42]([C:40]1[CH:39]=[CH:38][C:36]2[N:37]=[C:33]([O:24][C:20]3[CH:21]=[CH:22][CH:23]=[C:18]([C@@H:8]4[C@@H:9]([OH:17])[C@@H:10]([OH:16])[C@H:11]([OH:12])[C@@H:6]([CH2:5][OH:4])[O:7]4)[CH:19]=3)[S:34][C:35]=2[CH:41]=1)=[O:43], predict the reactants needed to synthesize it. The reactants are: C([O:4][CH2:5][C@@H:6]1[C@@H:11]([O:12]C(=O)C)[C@H:10]([OH:16])[C@H:9]([OH:17])[C@@H:8]([C:18]2[CH:23]=[CH:22][CH:21]=[C:20]([O:24][Si](C(C)(C)C)(C)C)[CH:19]=2)[O:7]1)(=O)C.Cl[C:33]1[S:34][C:35]2[CH:41]=[C:40]([C:42]([NH:44][CH3:45])=[O:43])[CH:39]=[CH:38][C:36]=2[N:37]=1.